Dataset: Catalyst prediction with 721,799 reactions and 888 catalyst types from USPTO. Task: Predict which catalyst facilitates the given reaction. (1) Reactant: [C:1]([C:4]1[CH:9]=[CH:8][CH:7]=[CH:6][N:5]=1)(=[O:3])[CH3:2].[BH4-].[Na+]. Product: [N:5]1[CH:6]=[CH:7][CH:8]=[CH:9][C:4]=1[CH:1]([OH:3])[CH3:2]. The catalyst class is: 5. (2) Reactant: N#N.[CH3:3][O:4][C:5]([C:7]1[N:8]=[CH:9][O:10][C:11]=1[C:12]1[CH:17]=[CH:16][CH:15]=[C:14]([C:18](O)=[O:19])[CH:13]=1)=[O:6].CO. Product: [CH3:3][O:4][C:5]([C:7]1[N:8]=[CH:9][O:10][C:11]=1[C:12]1[CH:17]=[CH:16][CH:15]=[C:14]([CH2:18][OH:19])[CH:13]=1)=[O:6]. The catalyst class is: 1. (3) Reactant: [Cl:1][C:2]1[CH:3]=[C:4]2[C:9](=[CH:10][C:11]=1[O:12][C:13]1[CH:18]=[CH:17][C:16]([C:19](=[O:34])[NH:20][CH:21]3[CH2:26][CH2:25][CH:24]([C:27]4[CH:32]=[CH:31][C:30]([Cl:33])=[CH:29][CH:28]=4)[CH2:23][CH2:22]3)=[CH:15][CH:14]=1)[O:8][CH2:7][CH2:6][CH:5]2[C:35]([OH:37])=[O:36].C[O-].[Na+:40].CO. Product: [Cl:1][C:2]1[CH:3]=[C:4]2[C:9](=[CH:10][C:11]=1[O:12][C:13]1[CH:14]=[CH:15][C:16]([C:19](=[O:34])[NH:20][CH:21]3[CH2:22][CH2:23][CH:24]([C:27]4[CH:28]=[CH:29][C:30]([Cl:33])=[CH:31][CH:32]=4)[CH2:25][CH2:26]3)=[CH:17][CH:18]=1)[O:8][CH2:7][CH2:6][CH:5]2[C:35]([O-:37])=[O:36].[Na+:40]. The catalyst class is: 36. (4) Reactant: BrBr.[CH2:3]=[C:4]([CH2:7][CH2:8][C:9]#[N:10])[C:5]#[N:6].[OH:11][NH:12]C(N)=O.[OH-].[Na+]. Product: [NH2:6][C:5]1[C:4]([CH2:7][CH2:8][C:9]#[N:10])=[CH:3][O:11][N:12]=1. The catalyst class is: 6. (5) Reactant: [Li+].CC([N-]C(C)C)C.[F:9][C:10]1[CH:11]=[N:12][CH:13]=[C:14]([F:16])[CH:15]=1.[CH:17](OC)=[O:18].C([O-])(O)=O.[Na+]. Product: [F:9][C:10]1[CH:11]=[N:12][CH:13]=[C:14]([F:16])[C:15]=1[CH:17]=[O:18]. The catalyst class is: 1. (6) Reactant: [CH2:1]([O:3][C:4](=[O:17])[CH2:5][CH:6]([N:9]1[CH:14]=[CH:13][C:12](=[O:15])[NH:11][C:10]1=[O:16])[CH2:7][OH:8])[CH3:2].[C:18](Cl)([C:31]1[CH:36]=[CH:35][CH:34]=[CH:33][CH:32]=1)([C:25]1[CH:30]=[CH:29][CH:28]=[CH:27][CH:26]=1)[C:19]1[CH:24]=[CH:23][CH:22]=[CH:21][CH:20]=1. Product: [CH2:1]([O:3][C:4](=[O:17])[CH2:5][CH:6]([N:9]1[CH:14]=[CH:13][C:12](=[O:15])[NH:11][C:10]1=[O:16])[CH2:7][O:8][C:18]([C:19]1[CH:24]=[CH:23][CH:22]=[CH:21][CH:20]=1)([C:31]1[CH:32]=[CH:33][CH:34]=[CH:35][CH:36]=1)[C:25]1[CH:26]=[CH:27][CH:28]=[CH:29][CH:30]=1)[CH3:2]. The catalyst class is: 17. (7) Reactant: [Br:1][C:2]1[CH:3]=[CH:4][C:5]2[O:14][CH2:13][C:12]3[CH:11]=[CH:10][S:9][C:8]=3[C:7](=O)[C:6]=2[CH:16]=1.Cl[CH:18]1[CH2:23][CH2:22][N:21]([CH3:24])[CH2:20][CH2:19]1.[Mg].BrC(Br)C.[Cl-].[NH4+].FC(F)(F)C(O)=O. Product: [Br:1][C:2]1[CH:3]=[CH:4][C:5]2[O:14][CH2:13][C:12]3[CH:11]=[CH:10][S:9][C:8]=3[C:7](=[C:18]3[CH2:23][CH2:22][N:21]([CH3:24])[CH2:20][CH2:19]3)[C:6]=2[CH:16]=1. The catalyst class is: 1.